Dataset: Peptide-MHC class I binding affinity with 185,985 pairs from IEDB/IMGT. Task: Regression. Given a peptide amino acid sequence and an MHC pseudo amino acid sequence, predict their binding affinity value. This is MHC class I binding data. (1) The peptide sequence is IRYPKTFGW. The MHC is Mamu-B17 with pseudo-sequence Mamu-B17. The binding affinity (normalized) is 0.852. (2) The peptide sequence is WQQIGLVEV. The MHC is HLA-B51:01 with pseudo-sequence HLA-B51:01. The binding affinity (normalized) is 0.0847. (3) The peptide sequence is EAAAATCAL. The MHC is HLA-A02:02 with pseudo-sequence HLA-A02:02. The binding affinity (normalized) is 0.293.